Dataset: Drug-target binding data from BindingDB using Kd measurements. Task: Regression. Given a target protein amino acid sequence and a drug SMILES string, predict the binding affinity score between them. We predict pKd (pKd = -log10(Kd in M); higher means stronger binding). Dataset: bindingdb_kd. (1) The pKd is 5.0. The target protein sequence is MCGNTMSVPLLTDAATVSGAERETAAVIFLHGLGDTGHSWADALSTIRLPHVKYICPHAPRIPVTLNMKMVMPSWFDLMGLSPDAPEDEAGIKKAAENIKALIEHEMKNGIPANRIVLGGFAQGGALSLYTALTCPHPLAGIVALSCWLPLHRAFPQAANGSAKDLAILQCHGELDPMVPVRFGALTAEKLRSVVTPARVQFKTYPGVMHSSCPQEMAAVKEFLEKLLPPV. The compound is COc1ccc(N2CCN(C(=O)c3cc4c(s3)-c3ccccc3SC4)CC2)cc1. (2) The compound is Cc1cc(Nc2ncc3cc(-c4c(Cl)cccc4Cl)c(=O)n(C)c3n2)ccc1F. The target protein sequence is HHSTVADGLITTLHYPAPKRNKPTVYGVSPNYDKWEMERTDITMKHKLGGGHYGEVYEGVWKKYSLTVAVKTLKEDTMEVEEFLKEAAVMKEIKHPNLVQLLGVCTREPPFYIITEFMTYGNLLDYLRECNRQEVNAVVLLYMATQISSAMEYLEKKNFIHRDLAARNCLVGENHLVKVADFGLSRLMTGDTYTAHAGAKFPIKWTAPESLAYNKFSIKSDVWAFGVLLWEIATYGMSPYPGIDLSQVYELLEKDYRMERPEGCPEKVYELMRACWQWNPSDRPSFAEIHQAFETMFQES. The pKd is 8.7. (3) The small molecule is CCN1CCN(Cc2ccc(-c3cc4c(N[C@H](C)c5ccccc5)ncnc4[nH]3)cc2)CC1. The target protein sequence is GEAPNQALLRILKETEFKKIKVLGSGAFGTVYKGLWIPEGEKVKIPVAIKELREATSPKANKEILDEAYVMASVDNPHVCRLLGICLTSTVQLITQLMPFGCLLDYVREHKDNIGSQYLLNWCVQIAKGMNYLEDRRLVHRDLAARNVLVKTPQHVKITDFGRAKLLGAEEKEYHAEGGKVPIKWMALESILHRIYTHQSDVWSYGVTVWELMTFGSKPYDGIPASEISSILEKGERLPQPPICTIDVYMIMVKCWMIDADSRPKFRELIIEFSKMARDPQRYLVIQGDERMHLPSPTDSNFYRALMDEEDMDDVVDADEYLIPQQG. The pKd is 8.7. (4) The drug is COc1cc(Nc2ncc(F)c(Nc3ccc4c(n3)NC(=O)C(C)(C)O4)n2)cc(OC)c1OC. The target protein (Q96RR4) has sequence MSSCVSSQPSSNRAAPQDELGGRGSSSSESQKPCEALRGLSSLSIHLGMESFIVVTECEPGCAVDLGLARDRPLEADGQEVPLDTSGSQARPHLSGRKLSLQERSQGGLAAGGSLDMNGRCICPSLPYSPVSSPQSSPRLPRRPTVESHHVSITGMQDCVQLNQYTLKDEIGKGSYGVVKLAYNENDNTYYAMKVLSKKKLIRQAGFPRRPPPRGTRPAPGGCIQPRGPIEQVYQEIAILKKLDHPNVVKLVEVLDDPNEDHLYMVFELVNQGPVMEVPTLKPLSEDQARFYFQDLIKGIEYLHYQKIIHRDIKPSNLLVGEDGHIKIADFGVSNEFKGSDALLSNTVGTPAFMAPESLSETRKIFSGKALDVWAMGVTLYCFVFGQCPFMDERIMCLHSKIKSQALEFPDQPDIAEDLKDLITRMLDKNPESRIVVPEIKLHPWVTRHGAEPLPSEDENCTLVEVTEEEVENSVKHIPSLATVILVKTMIRKRSFGNPF.... The pKd is 5.0. (5) The small molecule is CSCC[C@H](N)C(=O)N[C@@H](CO)C(=O)NCC(=O)N[C@@H](CCCNC(=N)N)C(=O)NCC(=O)N[C@@H](CCCCN)C(=O)NCC(=O)NCC(=O)N[C@@H](CCCCN)C(=O)NCC(=O)N[C@@H](CC(C)C)C(=O)NCC(=O)N[C@@H](CCCCN)C(=O)NCC(=O)NCC(=O)N[C@@H](C)C(=O)N[C@@H](CCCCN)C(=O)N[C@@H](CCCNC(=N)N)C(=O)N[C@@H](Cc1cnc[nH]1)C(=O)N[C@@H](CCCNC(=N)N)C(=O)N[C@@H](CCCCN)C(=O)N[C@H](C(=O)N[C@@H](CC(C)C)C(=O)N[C@@H](CCCNC(=N)N)C(=O)N[C@@H](CC(=O)O)C(=O)O)C(C)C. The target protein sequence is NPPPPETSNPNKPKRQTNQLQYLLRVVLKTLWKHQFAWPFQQPVDAVKLNAPDYYKIIKTPMDMGTIKKRLENNYYWNAQECIQDFNTMFTNCYIYNKPGDDIVLMAEALEKLFLQKINELPT. The pKd is 4.4. (6) The drug is O=S(=O)(c1cccs1)N1CCN(c2ccc(C(O)(C(F)(F)F)C(F)(F)F)cc2)CC1. The target protein (Q14397) has sequence MPGTKRFQHVIETPEPGKWELSGYEAAVPITEKSNPLTQDLDKADAENIVRLLGQCDAEIFQEEGQALSTYQRLYSESILTTMVQVAGKVQEVLKEPDGGLVVLSGGGTSGRMAFLMSVSFNQLMKGLGQKPLYTYLIAGGDRSVVASREGTEDSALHGIEELKKVAAGKKRVIVIGISVGLSAPFVAGQMDCCMNNTAVFLPVLVGFNPVSMARNDPIEDWSSTFRQVAERMQKMQEKQKAFVLNPAIGPEGLSGSSRMKGGSATKILLETLLLAAHKTVDQGIAASQRCLLEILRTFERAHQVTYSQSPKIATLMKSVSTSLEKKGHVYLVGWQTLGIIAIMDGVECIHTFGADFRDVRGFLIGDHSDMFNQKAELTNQGPQFTFSQEDFLTSILPSLTEIDTVVFIFTLDDNLTEVQTIVEQVKEKTNHIQALAHSTVGQTLPIPLKKLFPSIISITWPLLFFEYEGNFIQKFQRELSTKWVLNTVSTGAHVLLGKI.... The pKd is 6.6. (7) The compound is CC(C)[C@H](NC(=O)[C@@H](Cc1c[nH]c2ccccc12)NC(=O)[C@H](Cc1ccc(O)cc1)NC(=O)[C@@H](N)CC(=O)O)C(=O)N[C@H](Cc1c[nH]c2ccccc12)C(=O)N[C@H](Cc1c[nH]c2ccccc12)C(=O)N[C@@H](CCC(=O)O)C(=O)O. The target protein (P79218) has sequence MGACDIVTEANISSDIDSNATGVTAFSMPGWQLALWATAYLALVLVAVVGNATVIWIILAHRRMRTVTNYFIVNLALADLCMATFNAAFNFVYASHNIWYFGRAFCYFQNLFPITAMFVSIYSMTAIAADRYMAIVHPFQPRLSGPGTKAVIAGIWLVALALAFPQCFYSTITMDQGATKCVVAWPEDSGGKMLLLYHLTVIALIYFLPLVVMFVAYSVIGFKLWRRTVPGHQTHGANLRHLRAKKKFVKTMVLVVVTFAVCWLPYHLYFLLGHFQDDIYCRKFIQQVYLVLFWLAMSSTMYNPIIYCCLNHRFRSGFRLAFRCCPWVTPTEEDKLELTHTPSLSVRVNRCHTKETLFLVGDVAPSEAANGQAGGPQDGGAYDF. The pKd is 5.6.